Dataset: Full USPTO retrosynthesis dataset with 1.9M reactions from patents (1976-2016). Task: Predict the reactants needed to synthesize the given product. The reactants are: Br[C:2]1[N:7]2[N:8]=[C:9]([NH2:11])[N:10]=[C:6]2[CH:5]=[CH:4][CH:3]=1.[CH3:12][O:13][C:14]1[CH:19]=[CH:18][C:17]([C:20]([F:23])([F:22])[F:21])=[CH:16][C:15]=1B(O)O. Given the product [CH3:12][O:13][C:14]1[CH:15]=[CH:16][C:17]([C:20]([F:21])([F:22])[F:23])=[CH:18][C:19]=1[C:2]1[N:7]2[N:8]=[C:9]([NH2:11])[N:10]=[C:6]2[CH:5]=[CH:4][CH:3]=1, predict the reactants needed to synthesize it.